Task: Predict the product of the given reaction.. Dataset: Forward reaction prediction with 1.9M reactions from USPTO patents (1976-2016) (1) Given the reactants C(OC([N:11]1[CH2:15][C@@H:14]([C:16]2[CH:21]=[CH:20][CH:19]=[CH:18][CH:17]=2)[CH2:13][C@H:12]1[CH2:22][C:23](=[O:30])[CH2:24][C:25](OCC)=O)=O)C1C=CC=CC=1.C(OC(N1C[C@H](OC)C[C@H]1CC(=O)CC(OCC)=O)=O)C1C=CC=CC=1, predict the reaction product. The product is: [C:16]1([C@@H:14]2[CH2:15][N:11]3[C@H:12]([CH2:22][C:23](=[O:30])[CH2:24][CH2:25]3)[CH2:13]2)[CH:21]=[CH:20][CH:19]=[CH:18][CH:17]=1. (2) Given the reactants [CH3:1][C:2]1[O:3][C:4]([CH3:7])=[CH:5][CH:6]=1.[I-].[Mg+2].[I-].[Br:11][C:12]1[CH:13]=[CH:14][C:15]([CH2:25][CH3:26])=[C:16]([CH:18]2[C:22](=[O:23])[CH:21]=[CH:20][C:19]2=[O:24])[CH:17]=1, predict the reaction product. The product is: [Br:11][C:12]1[CH:13]=[CH:14][C:15]([CH2:25][CH3:26])=[C:16]([CH:18]2[C:22](=[O:23])[CH:21]3[CH:20]([C:2]4([CH3:1])[O:3][C:4]3([CH3:7])[CH:5]=[CH:6]4)[C:19]2=[O:24])[CH:17]=1.